Task: Predict the product of the given reaction.. Dataset: Forward reaction prediction with 1.9M reactions from USPTO patents (1976-2016) (1) Given the reactants [Cl:1][C:2]1[C:3]([CH3:18])=[C:4]([CH:13]2[CH2:16][CH:15]([OH:17])[CH2:14]2)[C:5]([O:11][CH3:12])=[C:6]([CH:8](O)[CH3:9])[CH:7]=1.N1C(Cl)=NC(Cl)=NC=1[Cl:21], predict the reaction product. The product is: [Cl:1][C:2]1[C:3]([CH3:18])=[C:4]([CH:13]2[CH2:16][CH:15]([OH:17])[CH2:14]2)[C:5]([O:11][CH3:12])=[C:6]([CH:8]([Cl:21])[CH3:9])[CH:7]=1. (2) Given the reactants Br[C:2]1[S:27][C:5]2[N:6]=[CH:7][N:8]=[C:9]([NH:10][C:11]3[CH:16]=[CH:15][C:14]([O:17][CH2:18][C:19]4[CH:24]=[CH:23][CH:22]=[C:21]([F:25])[CH:20]=4)=[C:13]([Cl:26])[CH:12]=3)[C:4]=2[CH:3]=1.Cl.[N:29]1[CH:34]=[CH:33][C:32]([CH2:35][C:36]([OH:38])=O)=[CH:31][CH:30]=1.C([N:41]([CH2:44][CH3:45])CC)C.[CH2:46](OP(C#N)(=O)OCC)C.C(=O)(O)[O-].[Na+], predict the reaction product. The product is: [Cl:26][C:13]1[CH:12]=[C:11]([NH:10][C:9]2[C:4]3[CH:3]=[C:2]([C:46]#[C:45][CH2:44][NH:41][C:36](=[O:38])[CH2:35][C:32]4[CH:31]=[CH:30][N:29]=[CH:34][CH:33]=4)[S:27][C:5]=3[N:6]=[CH:7][N:8]=2)[CH:16]=[CH:15][C:14]=1[O:17][CH2:18][C:19]1[CH:24]=[CH:23][CH:22]=[C:21]([F:25])[CH:20]=1.